Dataset: Forward reaction prediction with 1.9M reactions from USPTO patents (1976-2016). Task: Predict the product of the given reaction. (1) The product is: [CH3:1][C:2]1([CH3:36])[CH2:3][CH2:4][CH:5]([N:8]2[C:12]3[N:13]=[C:14]([NH:17][C:18]4[CH:23]=[CH:22][C:21]([N:24]5[CH2:25][CH2:26][NH:27][CH2:28][CH2:29]5)=[CH:20][N:19]=4)[N:15]=[CH:16][C:11]=3[C:10]3[CH:30]=[CH:31][N:32]=[C:33]([OH:34])[C:9]2=3)[CH2:6][CH2:7]1. Given the reactants [CH3:1][C:2]1([CH3:36])[CH2:7][CH2:6][CH:5]([N:8]2[C:12]3[N:13]=[C:14]([NH:17][C:18]4[CH:23]=[CH:22][C:21]([N:24]5[CH2:29][CH2:28][NH:27][CH2:26][CH2:25]5)=[CH:20][N:19]=4)[N:15]=[CH:16][C:11]=3[C:10]3[CH:30]=[CH:31][N:32]=[C:33]([O:34]C)[C:9]2=3)[CH2:4][CH2:3]1.Cl.N1C=CC=CC=1, predict the reaction product. (2) Given the reactants C(Cl)(=O)C(Cl)=O.CS(C)=O.[CH3:11][C:12]([O:15][C:16]([N:18]1[CH2:22][C@@H:21]2[CH:23]([CH2:24][OH:25])[C@@H:20]2[CH2:19]1)=[O:17])([CH3:14])[CH3:13].C(N(CC)CC)C.Cl.C(=O)(O)[O-].[Na+], predict the reaction product. The product is: [CH:24]([CH:23]1[C@H:20]2[C@@H:21]1[CH2:22][N:18]([C:16]([O:15][C:12]([CH3:14])([CH3:13])[CH3:11])=[O:17])[CH2:19]2)=[O:25]. (3) Given the reactants Cl.[F:2][C:3]1[CH:4]=[CH:5][C:6]([NH:21][C:22](=[O:42])[C:23]2[CH:28]=[CH:27][C:26]([N:29]3[CH2:33][CH2:32][CH2:31][CH2:30]3)=[CH:25][C:24]=2[O:34][CH:35]2[CH2:40][CH2:39][N:38]([CH3:41])[CH2:37][CH2:36]2)=[C:7]([CH:20]=1)[C:8]([NH:10][C:11]1[C:16]([N+:17]([O-:19])=[O:18])=[CH:15][CH:14]=[CH:13][N:12]=1)=[O:9].FC1C=CC2N=C(C3C=CC(N4CCCC4)=CC=3OC3CCN(C)CC3)OC(=O)C=2C=1.NC1C([N+]([O-])=O)=CC=CN=1, predict the reaction product. The product is: [F:2][C:3]1[CH:4]=[CH:5][C:6]([NH:21][C:22](=[O:42])[C:23]2[CH:28]=[CH:27][C:26]([N:29]3[CH2:30][CH2:31][CH2:32][CH2:33]3)=[CH:25][C:24]=2[O:34][CH:35]2[CH2:40][CH2:39][N:38]([CH3:41])[CH2:37][CH2:36]2)=[C:7]([CH:20]=1)[C:8]([NH:10][C:11]1[C:16]([N+:17]([O-:19])=[O:18])=[CH:15][CH:14]=[CH:13][N:12]=1)=[O:9].